From a dataset of Catalyst prediction with 721,799 reactions and 888 catalyst types from USPTO. Predict which catalyst facilitates the given reaction. (1) Reactant: [C:1]([N:4]1[CH2:9][CH2:8][C:7](=[O:10])[CH2:6][CH2:5]1)(=[O:3])[CH3:2].C[Si](OS(C(F)(F)F)(=O)=O)(C)C.[CH:23](O)([C:30]1[CH:35]=[CH:34][CH:33]=[CH:32][CH:31]=1)[C:24]1[CH:29]=[CH:28][CH:27]=[CH:26][CH:25]=1.C([O-])(=O)C.[Na+]. Product: [C:1]([N:4]1[CH2:9][CH2:8][C:7](=[O:10])[CH:6]([CH:23]([C:24]2[CH:29]=[CH:28][CH:27]=[CH:26][CH:25]=2)[C:30]2[CH:35]=[CH:34][CH:33]=[CH:32][CH:31]=2)[CH2:5]1)(=[O:3])[CH3:2]. The catalyst class is: 46. (2) Reactant: [CH3:1][C:2](=[CH2:25])[C:3]([O:5][CH2:6][CH2:7][CH2:8][CH2:9][CH2:10][CH2:11][CH2:12][CH2:13][CH2:14][O:15][C:16]1[CH:24]=[CH:23][C:19]([C:20]([O-:22])=[O:21])=[CH:18][CH:17]=1)=[O:4].S(Cl)(Cl)=O.O[C:31]1[CH:42]=[CH:41][C:34]([CH:35]=[CH:36][C:37]([O:39][CH3:40])=[O:38])=[CH:33][C:32]=1[O:43][CH3:44].C(N(CC)CC)C. Product: [CH3:25][C:2](=[CH2:1])[C:3]([O:5][CH2:6][CH2:7][CH2:8][CH2:9][CH2:10][CH2:11][CH2:12][CH2:13][CH2:14][O:15][C:16]1[CH:17]=[CH:18][C:19]([C:20]([O:22][C:31]2[CH:42]=[CH:41][C:34](/[CH:35]=[CH:36]/[C:37]([O:39][CH3:40])=[O:38])=[CH:33][C:32]=2[O:43][CH3:44])=[O:21])=[CH:23][CH:24]=1)=[O:4]. The catalyst class is: 198. (3) Reactant: Cl[C:2]1[N:7]=[C:6]([NH:8][C:9]2[N:14]=[CH:13][C:12]3[N:15]=[CH:16][N:17]([CH:18]([CH3:20])[CH3:19])[C:11]=3[CH:10]=2)[CH:5]=[CH:4][N:3]=1.[NH:21]1[CH2:26][CH2:25][CH:24]([OH:27])[CH2:23][CH2:22]1.C(N(CC)CC)C. Product: [CH:18]([N:17]1[C:11]2[CH:10]=[C:9]([NH:8][C:6]3[CH:5]=[CH:4][N:3]=[C:2]([N:21]4[CH2:26][CH2:25][CH:24]([OH:27])[CH2:23][CH2:22]4)[N:7]=3)[N:14]=[CH:13][C:12]=2[N:15]=[CH:16]1)([CH3:20])[CH3:19]. The catalyst class is: 252. (4) Reactant: C(O[C:9](=O)[N:10](C)[C@H:11]1[CH2:16][CH2:15][C@H:14]([CH2:17][CH:18]=[O:19])[CH2:13][CH2:12]1)C1C=CC=CC=1.[C:30](O[C:30]([O:32][C:33]([CH3:36])([CH3:35])[CH3:34])=[O:31])([O:32][C:33]([CH3:36])([CH3:35])[CH3:34])=[O:31].[H][H]. Product: [C:33]([O:32][C:30](=[O:31])[N:10]([CH3:9])[C@H:11]1[CH2:12][CH2:13][C@H:14]([CH2:17][CH:18]=[O:19])[CH2:15][CH2:16]1)([CH3:34])([CH3:35])[CH3:36]. The catalyst class is: 99. (5) Reactant: [CH3:1][O:2][C:3]([C:5]1[N:6]=[C:7]([C:10]2[CH:15]=[CH:14][CH:13]=[C:12]([C:16](Cl)=[O:17])[CH:11]=2)[O:8][CH:9]=1)=[O:4].[C:19]([OH:30])(=[O:29])[C:20]1[CH:28]=[CH:27][CH:26]=[C:22]([C:23]([OH:25])=[O:24])[CH:21]=1.CN(C)C(N(C)C)=N.[CH2:39](Br)[CH:40]=[CH2:41]. Product: [CH3:1][O:2][C:3]([C:5]1[N:6]=[C:7]([C:10]2[CH:15]=[CH:14][CH:13]=[C:12]([C:16](=[O:17])[CH2:22][C:23]([OH:25])=[O:24])[CH:11]=2)[O:8][CH:9]=1)=[O:4].[CH2:41]([O:24][C:23](=[O:25])[C:22]1[CH:26]=[CH:27][CH:28]=[C:20]([C:19]([OH:30])=[O:29])[CH:21]=1)[CH:40]=[CH2:39]. The catalyst class is: 197. (6) Reactant: [CH:1]1([CH2:5][N:6]([CH:30]2[CH2:35][CH2:34][O:33][CH2:32][CH2:31]2)[C:7]2[C:8]([O:28][CH3:29])=[N:9][N:10]3[C:14]([C:15]4[C:20]([O:21][CH3:22])=[CH:19][C:18]([CH2:23][O:24][CH3:25])=[CH:17][C:16]=4[O:26][CH3:27])=[CH:13][S:12][C:11]=23)[CH2:4][CH2:3][CH2:2]1.[CH3:36][S:37]([OH:40])(=[O:39])=[O:38]. Product: [CH3:36][S:37]([OH:40])(=[O:39])=[O:38].[CH:1]1([CH2:5][N:6]([CH:30]2[CH2:31][CH2:32][O:33][CH2:34][CH2:35]2)[C:7]2[C:8]([O:28][CH3:29])=[N:9][N:10]3[C:14]([C:15]4[C:20]([O:21][CH3:22])=[CH:19][C:18]([CH2:23][O:24][CH3:25])=[CH:17][C:16]=4[O:26][CH3:27])=[CH:13][S:12][C:11]=23)[CH2:4][CH2:3][CH2:2]1. The catalyst class is: 13. (7) Reactant: Br[C:2]1[CH:11]=[CH:10][CH:9]=[C:8]2[C:3]=1[CH:4]=[CH:5][C:6]([NH2:12])=[N:7]2.[CH2:13]([O:15]C([Sn](CCCC)(CCCC)CCCC)=C)[CH3:14].Cl.[OH-].[Na+]. Product: [NH2:12][C:6]1[CH:5]=[CH:4][C:3]2[C:8](=[CH:9][CH:10]=[CH:11][C:2]=2[C:13](=[O:15])[CH3:14])[N:7]=1. The catalyst class is: 747. (8) Reactant: [Cl:1][C:2]1[CH:31]=[CH:30][CH:29]=[CH:28][C:3]=1[C:4]([NH:6][C:7]1[CH:12]=[CH:11][C:10]([S:13][C:14]2[N:19]=[C:18](Cl)[CH:17]=[C:16]([NH:21][C:22]3[NH:23][N:24]=[C:25]([CH3:27])[CH:26]=3)[N:15]=2)=[CH:9][CH:8]=1)=[O:5].[NH:32]1[CH2:35][CH2:34][CH2:33]1.C(N(CC)C(C)C)(C)C. Product: [N:32]1([C:18]2[CH:17]=[C:16]([NH:21][C:22]3[NH:23][N:24]=[C:25]([CH3:27])[CH:26]=3)[N:15]=[C:14]([S:13][C:10]3[CH:9]=[CH:8][C:7]([NH:6][C:4](=[O:5])[C:3]4[CH:28]=[CH:29][CH:30]=[CH:31][C:2]=4[Cl:1])=[CH:12][CH:11]=3)[N:19]=2)[CH2:35][CH2:34][CH2:33]1. The catalyst class is: 51.